Dataset: NCI-60 drug combinations with 297,098 pairs across 59 cell lines. Task: Regression. Given two drug SMILES strings and cell line genomic features, predict the synergy score measuring deviation from expected non-interaction effect. Drug 1: COC1=NC(=NC2=C1N=CN2C3C(C(C(O3)CO)O)O)N. Drug 2: CCC1=C2CN3C(=CC4=C(C3=O)COC(=O)C4(CC)O)C2=NC5=C1C=C(C=C5)O. Cell line: M14. Synergy scores: CSS=4.47, Synergy_ZIP=-3.82, Synergy_Bliss=-2.50, Synergy_Loewe=-41.0, Synergy_HSA=-6.76.